This data is from Peptide-MHC class I binding affinity with 185,985 pairs from IEDB/IMGT. The task is: Regression. Given a peptide amino acid sequence and an MHC pseudo amino acid sequence, predict their binding affinity value. This is MHC class I binding data. The peptide sequence is AQSDFMSWV. The MHC is HLA-B18:01 with pseudo-sequence HLA-B18:01. The binding affinity (normalized) is 0.0847.